From a dataset of Forward reaction prediction with 1.9M reactions from USPTO patents (1976-2016). Predict the product of the given reaction. (1) Given the reactants [N:1]1[CH:2]=[C:3]([C:10]([OH:12])=O)[N:4]2[CH:9]=[CH:8][CH:7]=[CH:6][C:5]=12.C(Cl)(=O)C(Cl)=O.CN(C=O)C.[F:24][C@@H:25]1[CH2:27][C@H:26]1[C:28]1[O:32][N:31]=[C:30]([C:33]2[CH:34]=[CH:35][C:36]([CH3:40])=[C:37]([CH:39]=2)[NH2:38])[N:29]=1, predict the reaction product. The product is: [F:24][C@H:25]1[CH2:27][C@@H:26]1[C:28]1[O:32][N:31]=[C:30]([C:33]2[CH:34]=[CH:35][C:36]([CH3:40])=[C:37]([NH:38][C:10]([C:3]3[N:4]4[CH:9]=[CH:8][CH:7]=[CH:6][C:5]4=[N:1][CH:2]=3)=[O:12])[CH:39]=2)[N:29]=1. (2) The product is: [O:32]=[C:26]1[CH:25]([N:18]2[C:17](=[O:33])[C:16]3[C:20](=[CH:21][CH:22]=[CH:23][C:15]=3[CH2:14][NH:13][C:44]([NH:43][CH:47]3[CH2:51][CH2:50][CH2:49][CH2:48]3)=[O:45])[C:19]2=[O:24])[CH2:30][CH2:29][C:28](=[O:31])[NH:27]1. Given the reactants N12CCCN=C1CCCCC2.Cl.[NH2:13][CH2:14][C:15]1[CH:23]=[CH:22][CH:21]=[C:20]2[C:16]=1[C:17](=[O:33])[N:18]([CH:25]1[CH2:30][CH2:29][C:28](=[O:31])[NH:27][C:26]1=[O:32])[C:19]2=[O:24].[N+](C1C=CC([N:43]([CH:47]2[CH2:51][CH2:50][CH2:49][CH2:48]2)[C:44](=O)[O-:45])=CC=1)([O-])=O, predict the reaction product. (3) Given the reactants [C:1]([C:4]1[CH:12]=[CH:11][C:7]([C:8]([OH:10])=[O:9])=[CH:6][C:5]=1[Br:13])(=[O:3])[CH3:2].CI.[C:16](=O)([O-])[O-].[K+].[K+].O, predict the reaction product. The product is: [C:1]([C:4]1[CH:12]=[CH:11][C:7]([C:8]([O:10][CH3:16])=[O:9])=[CH:6][C:5]=1[Br:13])(=[O:3])[CH3:2]. (4) Given the reactants Br[C:2]1[CH:7]=[CH:6][C:5]([C:8]([N:10]2[CH2:14][CH2:13][CH2:12][CH2:11]2)=[O:9])=[CH:4][C:3]=1[F:15].[F:16][C:17]([F:28])([F:27])[C:18]1[C:19]2[CH2:26][O:25][CH2:24][CH2:23][C:20]=2[NH:21][N:22]=1.CN(C)CC(O)=O.C(=O)([O-])[O-].[K+].[K+], predict the reaction product. The product is: [F:15][C:3]1[CH:4]=[C:5]([C:8]([N:10]2[CH2:14][CH2:13][CH2:12][CH2:11]2)=[O:9])[CH:6]=[CH:7][C:2]=1[N:21]1[C:20]2[CH2:23][CH2:24][O:25][CH2:26][C:19]=2[C:18]([C:17]([F:16])([F:28])[F:27])=[N:22]1. (5) Given the reactants Cl.[NH:2]1[CH2:6][CH2:5][C@H:4]([NH:7][C:8]([C:10]2[C:14]3[N:15]=[CH:16][N:17]=[C:18]([C:19]4[C:27]5[O:26][CH2:25][O:24][C:23]=5[CH:22]=[CH:21][C:20]=4[O:28][CH2:29][CH:30]4[CH2:32][CH2:31]4)[C:13]=3[NH:12][CH:11]=2)=[O:9])[CH2:3]1.Cl[C:34]([CH2:36][O:37]C(=O)C)=[O:35], predict the reaction product. The product is: [OH:37][CH2:36][C:34]([N:2]1[CH2:6][CH2:5][C@H:4]([NH:7][C:8]([C:10]2[C:14]3[N:15]=[CH:16][N:17]=[C:18]([C:19]4[C:27]5[O:26][CH2:25][O:24][C:23]=5[CH:22]=[CH:21][C:20]=4[O:28][CH2:29][CH:30]4[CH2:32][CH2:31]4)[C:13]=3[NH:12][CH:11]=2)=[O:9])[CH2:3]1)=[O:35]. (6) Given the reactants [CH3:1][Si:2]([CH3:30])([CH3:29])[CH2:3][CH2:4][O:5][CH2:6][N:7]1[C:11]2=[N:12][CH:13]=[CH:14][CH:15]=[C:10]2[C:9]([C:16]2[CH2:21][CH2:20][N:19]([C:22]([O:24][C:25]([CH3:28])([CH3:27])[CH3:26])=[O:23])[CH2:18][CH:17]=2)=[N:8]1, predict the reaction product. The product is: [CH3:1][Si:2]([CH3:29])([CH3:30])[CH2:3][CH2:4][O:5][CH2:6][N:7]1[C:11]2=[N:12][CH:13]=[CH:14][CH:15]=[C:10]2[C:9]([CH:16]2[CH2:21][CH2:20][N:19]([C:22]([O:24][C:25]([CH3:26])([CH3:27])[CH3:28])=[O:23])[CH2:18][CH2:17]2)=[N:8]1.